This data is from Full USPTO retrosynthesis dataset with 1.9M reactions from patents (1976-2016). The task is: Predict the reactants needed to synthesize the given product. (1) Given the product [CH:1]1([C@@H:7]([NH:9][C:10]([C:12]2[C:21]3[C:16](=[CH:17][CH:18]=[CH:19][CH:20]=3)[N:15]=[C:14]([C:22]3[S:23][CH:24]=[CH:25][CH:26]=3)[C:13]=2[CH2:27][N:28]2[CH2:33][CH2:32][N:31]([CH2:30][C:29](=[O:38])[N:40]([CH3:41])[CH3:39])[CH2:34][C:35]2=[O:36])=[O:11])[CH3:8])[CH2:6][CH2:5][CH2:4][CH2:3][CH2:2]1, predict the reactants needed to synthesize it. The reactants are: [CH:1]1([C@@H:7]([NH:9][C:10]([C:12]2[C:21]3[C:16](=[CH:17][CH:18]=[CH:19][CH:20]=3)[N:15]=[C:14]([C:22]3[S:23][CH:24]=[CH:25][CH:26]=3)[C:13]=2[CH2:27][N:28]2[CH2:33][CH2:32][N:31]([CH2:34][C:35](O)=[O:36])[CH2:30][C:29]2=[O:38])=[O:11])[CH3:8])[CH2:6][CH2:5][CH2:4][CH2:3][CH2:2]1.[CH3:39][NH:40][CH3:41]. (2) Given the product [Cl:1][C:2]1[N:3]=[C:4]([N:14]2[CH2:19][CH2:18][O:17][CH2:16][CH2:15]2)[C:5]2[S:10][C:9]([CH2:11][N:12]([CH3:13])[CH2:26][C:23]3[CH:22]=[CH:21][N:20]=[CH:25][CH:24]=3)=[CH:8][C:6]=2[N:7]=1, predict the reactants needed to synthesize it. The reactants are: [Cl:1][C:2]1[N:3]=[C:4]([N:14]2[CH2:19][CH2:18][O:17][CH2:16][CH2:15]2)[C:5]2[S:10][C:9]([CH2:11][NH:12][CH3:13])=[CH:8][C:6]=2[N:7]=1.[N:20]1[CH:25]=[CH:24][C:23]([CH:26]=O)=[CH:22][CH:21]=1. (3) Given the product [N+:17]([C:11]1[CH:10]=[C:9]([O:2][C:3]2[CH:8]=[CH:7][CH:6]=[CH:5][CH:4]=2)[CH:14]=[C:13]2[C:12]=1[NH:15][C:20]([C:23]1[CH:28]=[CH:27][CH:26]=[CH:25][N:24]=1)=[CH:21]2)([O-:19])=[O:18], predict the reactants needed to synthesize it. The reactants are: Cl.[O:2]([C:9]1[CH:14]=[CH:13][C:12]([NH:15]N)=[C:11]([N+:17]([O-:19])=[O:18])[CH:10]=1)[C:3]1[CH:8]=[CH:7][CH:6]=[CH:5][CH:4]=1.[C:20]([C:23]1[CH:28]=[CH:27][CH:26]=[CH:25][N:24]=1)(=O)[CH3:21].